This data is from Reaction yield outcomes from USPTO patents with 853,638 reactions. The task is: Predict the reaction yield, written as a fraction of the theoretical maximum amount of product (1.0 means a 100% yield; for example, 0.34 means a 34% yield). (1) The reactants are O=[C:2]([CH2:10][C:11](=O)[CH3:12])[CH2:3][C:4]([O:6][CH:7]([CH3:9])[CH3:8])=[O:5].[CH3:14][NH:15][NH2:16]. The catalyst is C1(C)C=CC=CC=1. The product is [CH3:14][N:15]1[C:2]([CH2:3][C:4]([O:6][CH:7]([CH3:9])[CH3:8])=[O:5])=[CH:10][C:11]([CH3:12])=[N:16]1. The yield is 0.913. (2) The reactants are [CH:1]1[N:9]([C@@H:10]2[O:14][C@H:13]([CH2:15][OH:16])[O:12][CH2:11]2)[C:8]2[N:7]=[C:6]([NH2:17])[N:5]=[C:4]([NH2:18])[C:3]=2[N:2]=1.C([Mg]Cl)(C)(C)C.Cl[C:26]1[CH:42]=[CH:41][CH:40]=[CH:39][C:27]=1[O:28][P:29](=[N:31][C@H:32]([CH3:38])[C:33]([O:35][CH2:36][CH3:37])=[O:34])=[O:30].[Cl-].[NH4+]. The catalyst is C1COCC1. The product is [CH2:36]([O:35][C:33](=[O:34])[C@H:32]([N:31]=[P:29]([O:28][C:27]1[CH:39]=[CH:40][CH:41]=[CH:42][C:26]=1[O:16][CH2:15][CH:13]1[O:14][C@@H:10]([N:9]2[CH:1]=[N:2][C:3]3[C:8]2=[N:7][C:6]([NH2:17])=[N:5][C:4]=3[NH2:18])[CH2:11][O:12]1)=[O:30])[CH3:38])[CH3:37]. The yield is 0.460. (3) The product is [Cl:1][C:2]1[CH:14]=[CH:13][CH:12]=[CH:11][C:3]=1[CH2:4][C:5]1[C:8]([CH3:9])=[N:15][NH:16][C:6]=1[NH2:7]. The reactants are [Cl:1][C:2]1[CH:14]=[CH:13][CH:12]=[CH:11][C:3]=1[CH2:4][CH:5]([C:8](=O)[CH3:9])[C:6]#[N:7].[NH2:15][NH2:16].O.CCOCC. The catalyst is C(O)C. The yield is 0.940. (4) The reactants are [F:1][CH:2]([F:13])[C:3]1[N:8]=[C:7]([CH2:9][CH2:10][CH3:11])[NH:6][C:5](=[O:12])[CH:4]=1.Br[CH2:15][C:16]1[CH:21]=[CH:20][C:19]([C:22]2[C:23]([C:28]#[N:29])=[CH:24][CH:25]=[CH:26][CH:27]=2)=[CH:18][CH:17]=1.C(=O)([O-])[O-].[K+].[K+]. The catalyst is C(#N)C.C(OCC)(=O)C. The product is [F:13][CH:2]([F:1])[C:3]1[N:8]=[C:7]([CH2:9][CH2:10][CH3:11])[N:6]([CH2:15][C:16]2[CH:17]=[CH:18][C:19]([C:22]3[C:23]([C:28]#[N:29])=[CH:24][CH:25]=[CH:26][CH:27]=3)=[CH:20][CH:21]=2)[C:5](=[O:12])[CH:4]=1. The yield is 0.380. (5) The reactants are [CH2:1]([N:8]1[CH2:13][CH2:12][CH:11]([C:14]([O:16][CH2:17][CH3:18])=[O:15])[CH2:10][CH2:9]1)[C:2]1[CH:7]=[CH:6][CH:5]=[CH:4][CH:3]=1.C[Si]([N-][Si](C)(C)C)(C)C.[Li+].[F:29][C:30]1[CH:37]=[CH:36][CH:35]=[CH:34][C:31]=1[CH2:32]Br. The catalyst is O1CCCC1. The product is [CH2:1]([N:8]1[CH2:13][CH2:12][C:11]([CH2:32][C:31]2[CH:34]=[CH:35][CH:36]=[CH:37][C:30]=2[F:29])([C:14]([O:16][CH2:17][CH3:18])=[O:15])[CH2:10][CH2:9]1)[C:2]1[CH:3]=[CH:4][CH:5]=[CH:6][CH:7]=1. The yield is 0.770. (6) The reactants are [CH3:1][O:2][C@H:3]([CH3:9])[C@@H:4]([C:6]([OH:8])=[O:7])[NH2:5].[OH-].[Na+].Cl[C:13]([O:15][CH3:16])=[O:14].Cl. The catalyst is O. The product is [CH3:1][O:2][C@H:3]([CH3:9])[C@H:4]([NH:5][C:13]([O:15][CH3:16])=[O:14])[C:6]([OH:8])=[O:7]. The yield is 0.970.